Predict the reactants needed to synthesize the given product. From a dataset of Full USPTO retrosynthesis dataset with 1.9M reactions from patents (1976-2016). (1) Given the product [C:1]([C:5]1[CH:6]=[C:7]([CH:11]=[C:12]([O:14][CH2:15][CH2:16][CH2:17][O:18][CH:19]2[CH2:24][CH2:23][CH2:22][CH2:21][O:20]2)[CH:13]=1)[C:8]([N:27]([O:28][CH3:29])[CH3:26])=[O:10])([CH3:2])([CH3:3])[CH3:4], predict the reactants needed to synthesize it. The reactants are: [C:1]([C:5]1[CH:6]=[C:7]([CH:11]=[C:12]([O:14][CH2:15][CH2:16][CH2:17][O:18][CH:19]2[CH2:24][CH2:23][CH2:22][CH2:21][O:20]2)[CH:13]=1)[C:8]([OH:10])=O)([CH3:4])([CH3:3])[CH3:2].Cl.[CH3:26][NH:27][O:28][CH3:29].CCN(C(C)C)C(C)C.[B-](F)(F)(F)F.CCOC(C(C#N)=NOC(N(C)C)=[N+](C)C)=O. (2) The reactants are: [Br:1][C:2]1[C:3]([C:17]([OH:19])=O)=[N:4][C:5]([Cl:16])=[CH:6][C:7]=1[N:8]([CH3:15])[CH:9]1[CH2:14][CH2:13][O:12][CH2:11][CH2:10]1.CCN(C(C)C)C(C)C.CN(C(ON1N=NC2C=CC=NC1=2)=[N+](C)C)C.F[P-](F)(F)(F)(F)F.[NH2:53][CH2:54][C:55]1[C:56](=[O:63])[NH:57][C:58]([CH3:62])=[CH:59][C:60]=1[CH3:61]. Given the product [Br:1][C:2]1[C:3]([C:17]([NH:53][CH2:54][C:55]2[C:56](=[O:63])[NH:57][C:58]([CH3:62])=[CH:59][C:60]=2[CH3:61])=[O:19])=[N:4][C:5]([Cl:16])=[CH:6][C:7]=1[N:8]([CH3:15])[CH:9]1[CH2:10][CH2:11][O:12][CH2:13][CH2:14]1, predict the reactants needed to synthesize it. (3) The reactants are: [C:1]([O:9][CH2:10][CH2:11][CH2:12][C:13]([CH3:24])([CH3:23])[CH2:14][O:15][S:16]([CH2:19][CH2:20][CH2:21]Cl)(=[O:18])=[O:17])(=[O:8])[C:2]1[CH:7]=[CH:6][CH:5]=[CH:4][CH:3]=1.[N-:25]=[N+:26]=[N-:27].[Na+]. Given the product [C:1]([O:9][CH2:10][CH2:11][CH2:12][C:13]([CH3:24])([CH3:23])[CH2:14][O:15][S:16]([CH2:19][CH2:20][CH2:21][N:25]=[N+:26]=[N-:27])(=[O:18])=[O:17])(=[O:8])[C:2]1[CH:7]=[CH:6][CH:5]=[CH:4][CH:3]=1, predict the reactants needed to synthesize it. (4) Given the product [CH3:1][N:2]1[C:3](=[O:11])[C:4]2[CH:9]=[CH:8][CH:7]=[N:6][C:5]=2[NH:10][C:12]1=[O:13], predict the reactants needed to synthesize it. The reactants are: [CH3:1][NH:2][C:3](=[O:11])[C:4]1[CH:9]=[CH:8][CH:7]=[N:6][C:5]=1[NH2:10].[C:12](=O)(OC1C=CC=CC=1)[O:13]C1C=CC=CC=1. (5) Given the product [Cl:73][C:74]1[CH:75]=[C:76]([CH:84]=[CH:85][C:86]=1[Cl:87])[CH2:77][N:78]1[CH2:81][CH:80]([CH2:82][NH:83][C:13](=[O:15])[CH2:12][S:11][C:9]2[S:10][C:6]3[CH:5]=[C:4]([O:3][CH2:1][CH3:2])[CH:17]=[CH:16][C:7]=3[N:8]=2)[CH2:79]1, predict the reactants needed to synthesize it. The reactants are: [CH2:1]([O:3][C:4]1[CH:17]=[CH:16][C:7]2[N:8]=[C:9]([S:11][CH2:12][C:13]([OH:15])=O)[S:10][C:6]=2[CH:5]=1)[CH3:2].C(N(CC)CC)C.N1(OC(=[N+](C)C)N(C)C)C2C=CC=CC=2N=N1.[B-](F)(F)(F)F.CCCC[P+](C1SC(C(OC)=O)=C(C(OC)=O)S1)(CCCC)CCCC.[Cl:73][C:74]1[CH:75]=[C:76]([CH:84]=[CH:85][C:86]=1[Cl:87])[CH2:77][N:78]1[CH2:81][CH:80]([CH2:82][NH2:83])[CH2:79]1. (6) Given the product [NH2:1][C:2]1[C:3]([CH2:22][OH:23])=[C:4]([C:15]2[CH:16]=[C:17]([NH:21][C:33](=[O:34])[CH2:32][CH2:31][Cl:30])[CH:18]=[CH:19][CH:20]=2)[CH:5]=[C:6]([C:8]2[CH:13]=[CH:12][CH:11]=[CH:10][C:9]=2[OH:14])[N:7]=1, predict the reactants needed to synthesize it. The reactants are: [NH2:1][C:2]1[N:7]=[C:6]([C:8]2[CH:13]=[CH:12][CH:11]=[CH:10][C:9]=2[OH:14])[CH:5]=[C:4]([C:15]2[CH:20]=[CH:19][CH:18]=[C:17]([NH2:21])[CH:16]=2)[C:3]=1[CH2:22][OH:23].N1C=CC=CC=1.[Cl:30][CH2:31][CH2:32][C:33](Cl)=[O:34].